Dataset: Full USPTO retrosynthesis dataset with 1.9M reactions from patents (1976-2016). Task: Predict the reactants needed to synthesize the given product. (1) Given the product [C:1]([O:5][C:6]([N:8]1[CH2:13][CH2:12][CH2:11][C@@H:10]([O:14][Si:15]([C:18]([CH3:21])([CH3:20])[CH3:19])([CH3:16])[CH3:17])[C@H:9]1[CH2:22][NH:24][C:25]1[CH:32]=[CH:31][C:28]([C:29]#[N:30])=[C:27]([Cl:33])[C:26]=1[CH3:34])=[O:7])([CH3:2])([CH3:3])[CH3:4], predict the reactants needed to synthesize it. The reactants are: [C:1]([O:5][C:6]([N:8]1[CH2:13][CH2:12][CH2:11][C@@H:10]([O:14][Si:15]([C:18]([CH3:21])([CH3:20])[CH3:19])([CH3:17])[CH3:16])[C@H:9]1[CH:22]=O)=[O:7])([CH3:4])([CH3:3])[CH3:2].[NH2:24][C:25]1[CH:32]=[CH:31][C:28]([C:29]#[N:30])=[C:27]([Cl:33])[C:26]=1[CH3:34].CC(O)=O.[BH-](OC(C)=O)(OC(C)=O)OC(C)=O.[Na+]. (2) The reactants are: Br[C:2]1[N:7]=[C:6]([C@:8]2([CH3:20])[CH2:13][O:12][C@@:11]([CH3:18])([C:14]([F:17])([F:16])[F:15])[C:10]([NH2:19])=[N:9]2)[C:5]([F:21])=[CH:4][CH:3]=1.[C:22]([C:24]1[CH:25]=[C:26]([CH3:33])[C:27]([C:30]([NH2:32])=[O:31])=[N:28][CH:29]=1)#[N:23].CC1(C)C2C(=C(P(C3C=CC=CC=3)C3C=CC=CC=3)C=CC=2)OC2C(P(C3C=CC=CC=3)C3C=CC=CC=3)=CC=CC1=2.C(=O)([O-])[O-].[Cs+].[Cs+]. Given the product [NH2:19][C:10]1[C@:11]([CH3:18])([C:14]([F:17])([F:16])[F:15])[O:12][CH2:13][C@:8]([C:6]2[N:7]=[C:2]([NH:32][C:30]([C:27]3[C:26]([CH3:33])=[CH:25][C:24]([C:22]#[N:23])=[CH:29][N:28]=3)=[O:31])[CH:3]=[CH:4][C:5]=2[F:21])([CH3:20])[N:9]=1, predict the reactants needed to synthesize it. (3) Given the product [Br:15][C:16]1[CH:21]=[CH:20][C:19]([CH2:22][N:1]2[CH2:6][CH2:5][S:4](=[O:8])(=[O:7])[CH2:3][CH2:2]2)=[CH:18][CH:17]=1, predict the reactants needed to synthesize it. The reactants are: [NH:1]1[CH2:6][CH2:5][S:4](=[O:8])(=[O:7])[CH2:3][CH2:2]1.C(=O)([O-])[O-].[K+].[K+].[Br:15][C:16]1[CH:21]=[CH:20][C:19]([CH2:22]Cl)=[CH:18][CH:17]=1. (4) Given the product [NH:63]1[CH:62]=[CH:66][C:65]([NH:41][C:42]2[N:46]([C:47]3[CH:52]=[C:51]([S:53][CH3:54])[N:50]=[C:49]([CH3:55])[N:48]=3)[N:45]=[C:44]([C:56]([O:58][CH2:59][CH3:60])=[O:57])[CH:43]=2)=[N:64]1, predict the reactants needed to synthesize it. The reactants are: C(P(C(C)(C)C)C1C(C)=C(C)C(C)=C(C)C=1C1C(C(C)C)=CC(C(C)C)=CC=1C(C)C)(C)(C)C.C(O)(C)(C)C.O.[NH2:41][C:42]1[N:46]([C:47]2[CH:52]=[C:51]([S:53][CH3:54])[N:50]=[C:49]([CH3:55])[N:48]=2)[N:45]=[C:44]([C:56]([O:58][CH2:59][CH3:60])=[O:57])[CH:43]=1.Br[C:62]1[CH:66]=[CH:65][NH:64][N:63]=1. (5) The reactants are: [O:1]=[C:2]1[CH:7]([C:8]2[CH:13]=[CH:12][CH:11]=[CH:10][CH:9]=2)[CH2:6][CH2:5][CH2:4][N:3]1[CH2:14][C:15]([OH:17])=O.Cl.[F:19][C:20]1[CH:21]=[C:22]2[C:26](=[CH:27][CH:28]=1)[CH2:25][NH:24][CH2:23]2.C(N=C=NCCCN(C)C)C.Cl. Given the product [F:19][C:20]1[CH:21]=[C:22]2[C:26](=[CH:27][CH:28]=1)[CH2:25][N:24]([C:15](=[O:17])[CH2:14][N:3]1[CH2:4][CH2:5][CH2:6][C@@H:7]([C:8]3[CH:9]=[CH:10][CH:11]=[CH:12][CH:13]=3)[C:2]1=[O:1])[CH2:23]2, predict the reactants needed to synthesize it. (6) Given the product [CH2:1]([N:3]1[C:12](=[O:13])[C:11]2[C:6](=[CH:7][CH:8]=[C:9]([N+:14]([O-:16])=[O:15])[CH:10]=2)[N:5]([CH2:21][CH2:22][O:23][CH3:24])[C:4]1=[O:17])[CH3:2], predict the reactants needed to synthesize it. The reactants are: [CH2:1]([N:3]1[C:12](=[O:13])[C:11]2[C:6](=[CH:7][CH:8]=[C:9]([N+:14]([O-:16])=[O:15])[CH:10]=2)[NH:5][C:4]1=[O:17])[CH3:2].[H-].[Na+].Br[CH2:21][CH2:22][O:23][CH3:24].